This data is from Reaction yield outcomes from USPTO patents with 853,638 reactions. The task is: Predict the reaction yield, written as a fraction of the theoretical maximum amount of product (1.0 means a 100% yield; for example, 0.34 means a 34% yield). (1) The reactants are [Si](OC([NH:11][C@@H:12]1[CH2:20][C:19]2[C:14](=[CH:15][CH:16]=[CH:17][CH:18]=2)[C@H:13]1[CH2:21][O:22][CH:23]([CH3:31])[C:24]([O:26][C:27]([CH3:30])([CH3:29])[CH3:28])=[O:25])=O)(C(C)(C)C)(C)C.[F-].C([N+](CCCC)(CCCC)CCCC)CCC.[Cl-].[NH4+]. The catalyst is C1COCC1. The product is [NH2:11][C@@H:12]1[CH2:20][C:19]2[C:14](=[CH:15][CH:16]=[CH:17][CH:18]=2)[C@H:13]1[CH2:21][O:22][CH:23]([CH3:31])[C:24]([O:26][C:27]([CH3:30])([CH3:29])[CH3:28])=[O:25]. The yield is 0.800. (2) The reactants are [C:1]([NH:4][C@@H:5]1[C@@H:10]([N:11]=[N+:12]=[N-:13])[CH2:9][C:8]([P:14]([O:19][CH2:20][CH3:21])(=[O:18])[O:15][CH2:16][CH3:17])=[CH:7][C@H:6]1[OH:22])(=[O:3])[CH3:2].ClC(Cl)(Cl)C(=N)O[CH:27]([CH2:30][CH3:31])[CH2:28][CH3:29].C(S(O)(=O)=O)(F)(F)F. No catalyst specified. The product is [C:1]([NH:4][C@@H:5]1[C@@H:10]([N:11]=[N+:12]=[N-:13])[CH2:9][C:8]([P:14]([O:15][CH2:16][CH3:17])(=[O:18])[O:19][CH2:20][CH3:21])=[CH:7][C@H:6]1[O:22][CH:27]([CH2:30][CH3:31])[CH2:28][CH3:29])(=[O:3])[CH3:2]. The yield is 0.820. (3) The reactants are [Cl:1][C:2]1[S:3][C:4]([Cl:21])=[CH:5][C:6]=1[S:7]([NH:10][C:11]1[CH:19]=[CH:18][C:14]([C:15]([OH:17])=[O:16])=[C:13]([OH:20])[CH:12]=1)(=[O:9])=[O:8].N1C=CC=CC=1.C(N1C=CN=C1)(N1C=CN=C1)=O.[N:40]([CH2:47][CH2:48]O)([CH2:44][CH2:45][OH:46])[CH2:41][CH2:42][OH:43].[C:50]([OH:56])([C:52]([F:55])([F:54])[F:53])=[O:51]. The catalyst is CC#N.O.CO. The product is [F:53][C:52]([F:55])([F:54])[C:50]([OH:56])=[O:51].[Cl:1][C:2]1[S:3][C:4]([Cl:21])=[CH:5][C:6]=1[S:7]([NH:10][C:11]1[CH:19]=[CH:18][C:14]([C:15]([O:17][CH2:48][CH2:47][N:40]([CH2:44][CH2:45][OH:46])[CH2:41][CH2:42][OH:43])=[O:16])=[C:13]([OH:20])[CH:12]=1)(=[O:9])=[O:8]. The yield is 0.580. (4) The reactants are [Br:1][C:2]1[CH:7]=[C:6]([F:8])[CH:5]=[CH:4][C:3]=1[CH:9]1[C:14]([C:15]([O:17][CH2:18][CH3:19])=[O:16])=[C:13]([CH2:20]Br)[NH:12][C:11]([C:22]2[N:26]=[CH:25][NH:24][N:23]=2)=[N:10]1.Cl.[NH:28]1[CH2:33][CH2:32][O:31][C@@H:30]([CH2:34][OH:35])[CH2:29]1. No catalyst specified. The product is [Br:1][C:2]1[CH:7]=[C:6]([F:8])[CH:5]=[CH:4][C:3]=1[CH:9]1[C:14]([C:15]([O:17][CH2:18][CH3:19])=[O:16])=[C:13]([CH2:20][N:28]2[CH2:33][CH2:32][O:31][C@@H:30]([CH2:34][OH:35])[CH2:29]2)[NH:12][C:11]([C:22]2[N:26]=[CH:25][NH:24][N:23]=2)=[N:10]1. The yield is 0.510. (5) The reactants are [C:1]([O:5][C:6]([N:8]1[CH2:13][CH2:12][N:11]([C:14](=[O:24])[C:15]2[CH:20]=[C:19]([CH2:21][OH:22])[CH:18]=[CH:17][C:16]=2[F:23])[CH2:10][CH2:9]1)=[O:7])([CH3:4])([CH3:3])[CH3:2].[CH3:25][S:26](Cl)(=[O:28])=[O:27]. The catalyst is C(Cl)Cl. The product is [C:1]([O:5][C:6]([N:8]1[CH2:13][CH2:12][N:11]([C:14](=[O:24])[C:15]2[CH:20]=[C:19]([CH2:21][O:22][S:26]([CH3:25])(=[O:28])=[O:27])[CH:18]=[CH:17][C:16]=2[F:23])[CH2:10][CH2:9]1)=[O:7])([CH3:4])([CH3:2])[CH3:3]. The yield is 0.760. (6) The reactants are Cl.[Sn](Cl)Cl.[N+:5]([C:8]1[CH:13]=[C:12]([C:14]([F:17])([F:16])[F:15])[CH:11]=[CH:10][C:9]=1[N:18]1[CH2:26][C:25]2[C:20](=[CH:21][CH:22]=[CH:23][CH:24]=2)[CH2:19]1)([O-])=O.C(=O)(O)[O-].[Na+]. The catalyst is CO. The product is [NH2:5][C:8]1[CH:13]=[C:12]([C:14]([F:15])([F:16])[F:17])[CH:11]=[CH:10][C:9]=1[N:18]1[CH2:26][C:25]2[C:20](=[CH:21][CH:22]=[CH:23][CH:24]=2)[CH2:19]1. The yield is 0.389. (7) The reactants are N1C=CC=CC=1.[S:15](O[S:15]([C:18]([F:21])([F:20])[F:19])(=[O:17])=[O:16])([C:18]([F:21])([F:20])[F:19])(=[O:17])=[O:16].[Cl:22][C:23]1([CH:30]=[CH:29][CH:28]=[CH:27][C:25]1([Cl:31])O)O. The catalyst is C(Cl)Cl. The product is [Cl:22][C:23]1[CH:30]=[C:29]([S:15]([C:18]([F:21])([F:20])[F:19])(=[O:17])=[O:16])[C:28]([S:15]([C:18]([F:19])([F:20])[F:21])(=[O:16])=[O:17])=[CH:27][C:25]=1[Cl:31]. The yield is 0.860.